Dataset: Experimentally validated miRNA-target interactions with 360,000+ pairs, plus equal number of negative samples. Task: Binary Classification. Given a miRNA mature sequence and a target amino acid sequence, predict their likelihood of interaction. (1) The miRNA is mmu-miR-743b-3p with sequence GAAAGACAUCAUGCUGAAUAGA. The protein sequence of the target gene is MLATRVFSLVGKRAISTSVCVRAHESVVKSEDFSLPAYMDRRDHPLPEVAHVKHLSASQKALKEKEKASWSSLSMDEKVELYRIKFKESFAEMNRGSNEWKTVVGGAMFFIGFTALVIMWQKHYVYGPLPQSFDKEWVAKQTKRMLDMKVNPIQGLASKWDYEKNEWKK. Result: 0 (no interaction). (2) The miRNA is hsa-miR-23a-3p with sequence AUCACAUUGCCAGGGAUUUCC. The protein sequence of the target gene is MAAGGGGGSSKASSSSASSAGALESSLDRKFQSVTNTMESIQGLSSWCIENKKHHSTIVYHWMKWLRRSAYPHRLNLFYLANDVIQNCKRKNAIIFRESFADVLPEAAALVKDPSVSKSVERIFKIWEDRNVYPEEMIVALREALSTTFKTQKQLKENLNKQPNKQWKKSQTSTNPKAALKSKIVAEFRSQALIEELLLYKRSEDQIELKEKQLSTMRVDVCSTETLKCLKDKTGGKKFSKEFEEASSKLEEFVNGLDKQVKNGPSLTEALENAGIFYEAQYKEVKVVANAYKTFANRVN.... Result: 1 (interaction). (3) The miRNA is mmu-miR-3968 with sequence CGAAUCCCACUCCAGACACCA. The protein sequence of the target gene is MAEVHRRQHARVKGEAPAKSSTLRDEEELGMASAETLTVFLKLLAAGFYGVSSFLIVVVNKSVLTNYRFPSSLCVGLGQMVATVAVLWVGKALRVVKFPDLDRNVPRKTFPLPLLYFGNQITGLFSTKKLNLPMFTVLRRFSILFTMFAEGVLLKKTFSWGIKMTVFAMIIGAFVAASSDLAFDLEGYAFILINDVLTAANGAYVKQKLDSKELGKYGLLYYNALFMILPTLAIAYFTGDAQKAVEFEGWADTLFLLQFTLSCVMGFILMYATVLCTQYNSALTTTIVGCIKNILITYIG.... Result: 0 (no interaction). (4) The miRNA is hsa-miR-211-5p with sequence UUCCCUUUGUCAUCCUUCGCCU. The protein sequence of the target gene is MLTRKIKLWDINAHITCRLCSGYLIDATTVTECLHTFCRSCLVKYLEENNTCPTCRIVIHQSHPLQYIGHDRTMQDIVYKLVPGLQEAEMRKQREFYHKLGMEVPGDIKGEACSAKQHLDPRNGETKADDNSNKETAEEKQEEDNDYHRSDEQVSICLECNSSKLRGLKRKWIRCSAQATVLHLKKFIAKKLNLSSFNELDILCNEEILGKDHTLKFVVVTRWRFKKAPLLLHYRPKMDLL. Result: 0 (no interaction). (5) The miRNA is hsa-miR-6823-5p with sequence UCAGGGUUGGUAGGGGUUGCU. The protein sequence of the target gene is MNSGILQVFQGELICPLCMNYFIDPVTIDCGHSFCRPCFYLNWQDIPFLVQCSECTKSTEQINLKTNIHLKKMASLARKVSLWLFLSSEEQMCGTHRETKKIFCEVDRSLLCLLCSSSQEHRYHRHRPIEWAAEEHREKLLQKMQSLWEKACENHRNLNVETTRTRCWKDYVNLRLEAIRAEYQKMPAFHHEEEKHNLEMLKKKGKEIFHRLHLSKAKMAHRMEILRGMYEELNEMCHKPDVELLQAFGDILHRSESVLLHMPQPLNPELSAGPITGLRDRLNQFRVHITLHHEEANSDI.... Result: 0 (no interaction). (6) The protein sequence of the target gene is MMNEDAAQKSDSGEKFNGSSQRRKRPKKSDSNASFLRAARAGNLDKVVEYLKGGIDINTCNQNGLNALHLAAKEGHVGLVQELLGRGSSVDSATKKGNTALHIASLAGQAEVVKVLVKEGANINAQSQNGFTPLYMAAQENHIDVVKYLLENGANQSTATEDGFTPLAVALQQGHNQAVAILLENDTKGKVRLPALHIAARKDDTKSAALLLQNDHNADVQSKMMVNRTTESGFTPLHIAAHYGNVNVATLLLNRGAAVDFTARNGITPLHVASKRGNTNMVKLLLDRGGQIDAKTRDGL.... Result: 0 (no interaction). The miRNA is mmu-miR-1964-5p with sequence AGCUGGAGCACAAAAGCCGGUG. (7) The miRNA is hsa-miR-125a-5p with sequence UCCCUGAGACCCUUUAACCUGUGA. The protein sequence of the target gene is MAELDIGQHCQVEHCRQRDFLPFVCDDCSGIFCLEHRSRESHGCPEVTVINERLKTDQHTSYPCSFKDCAERELVAVICPYCEKNFCLRHRHQSDHECEKLEIPKPRMAATQKLVKDIIDSKTGETASKRWKGAKNSETAAKVALMKLKMHADGDKSLPQTERIYFQVFLPKGSKEKSKPMFFCHRWSIGKAIDFAASLARLKNDNNKFTAKKLRLCHITSGEALPLDHTLETWIAKEDCPLYNGGNIILEYLNDEEQFCKNVESYLE. Result: 1 (interaction).